Dataset: Full USPTO retrosynthesis dataset with 1.9M reactions from patents (1976-2016). Task: Predict the reactants needed to synthesize the given product. (1) Given the product [O:21]=[C:13]1[C:12]2[N:11]([C:22]3[CH:23]=[CH:24][CH:25]=[CH:26][CH:27]=3)[N:10]=[C:9]([C:28]([O:30][CH2:31][CH3:32])=[O:29])[C:8]=2[CH2:7][CH2:6][N:14]1[C:15]1[CH:20]=[CH:19][CH:18]=[CH:17][CH:16]=1, predict the reactants needed to synthesize it. The reactants are: CS(O[CH2:6][CH2:7][C:8]1[C:9]([C:28]([O:30][CH2:31][CH3:32])=[O:29])=[N:10][N:11]([C:22]2[CH:27]=[CH:26][CH:25]=[CH:24][CH:23]=2)[C:12]=1[C:13](=[O:21])[NH:14][C:15]1[CH:20]=[CH:19][CH:18]=[CH:17][CH:16]=1)(=O)=O.[O-]CC.[Na+].CCOC(C)=O.[NH4+].[Cl-]. (2) Given the product [C:10]([C:14]1[CH:23]=[CH:22][C:17]([C:18]([NH:20][N:21]=[CH:1][C:2]2[CH:8]=[CH:7][CH:6]=[CH:5][C:3]=2[OH:4])=[O:19])=[CH:16][CH:15]=1)([CH3:13])([CH3:11])[CH3:12], predict the reactants needed to synthesize it. The reactants are: [CH:1](=O)[C:2]1[C:3](=[CH:5][CH:6]=[CH:7][CH:8]=1)[OH:4].[C:10]([C:14]1[CH:23]=[CH:22][C:17]([C:18]([NH:20][NH2:21])=[O:19])=[CH:16][CH:15]=1)([CH3:13])([CH3:12])[CH3:11]. (3) Given the product [CH3:32][CH:31]([CH3:33])[C@H:26]([N:21]1[CH2:20][C:19]2[C:23](=[CH:24][C:16]([C:13]3[CH:12]=[CH:11][C:10]([NH:9][C:1](=[O:8])[C:2]4[CH:3]=[CH:4][CH:5]=[N:34][CH:7]=4)=[CH:15][CH:14]=3)=[CH:17][CH:18]=2)[C:22]1=[O:25])[C:27]([O:29][CH3:30])=[O:28], predict the reactants needed to synthesize it. The reactants are: [C:1]([NH:9][C:10]1[CH:15]=[CH:14][C:13]([C:16]2[CH:24]=[C:23]3[C:19]([CH2:20][N:21]([C@@H:26]([CH:31]([CH3:33])[CH3:32])[C:27]([O:29][CH3:30])=[O:28])[C:22]3=[O:25])=[CH:18][CH:17]=2)=[CH:12][CH:11]=1)(=[O:8])[C:2]1[CH:7]=C[CH:5]=[CH:4][CH:3]=1.[NH2:34]C1C=CC(C2C=C3C(CN([C@@H](C(C)C)C(OC)=O)C3=O)=CC=2)=CC=1.C(Cl)(=O)C1C=CC=NC=1.